From a dataset of Full USPTO retrosynthesis dataset with 1.9M reactions from patents (1976-2016). Predict the reactants needed to synthesize the given product. (1) The reactants are: [F:1][C:2]1[CH:3]=[CH:4][C:5]([CH3:32])=[C:6]([CH:31]=1)[O:7][CH2:8][C:9]1[C:18]([C:19]2[CH:24]=[CH:23][C:22]([OH:25])=[CH:21][C:20]=2[O:26][CH3:27])=[CH:17][CH:16]=[C:15]2[C:10]=1[C:11]([CH3:30])=[CH:12][C:13]([CH3:29])([CH3:28])[NH:14]2.C(N(CC)CC)C.[C:40]1([N:46]=[C:47]=[O:48])[CH:45]=[CH:44][CH:43]=[CH:42][CH:41]=1. Given the product [F:1][C:2]1[CH:3]=[CH:4][C:5]([CH3:32])=[C:6]([CH:31]=1)[O:7][CH2:8][C:9]1[C:18]([C:19]2[CH:24]=[CH:23][C:22]([O:25][C:47]([NH:46][C:40]3[CH:45]=[CH:44][CH:43]=[CH:42][CH:41]=3)=[O:48])=[CH:21][C:20]=2[O:26][CH3:27])=[CH:17][CH:16]=[C:15]2[C:10]=1[C:11]([CH3:30])=[CH:12][C:13]([CH3:28])([CH3:29])[NH:14]2, predict the reactants needed to synthesize it. (2) Given the product [CH:29]1([NH:34][C:4]2[C:5]3[N:6]=[CH:7][N:8]([C:9]=3[N:10]=[C:2]([Cl:1])[N:3]=2)[C@@H:11]2[O:23][C@H:22]([CH2:24][O:25][CH2:26][CH3:27])[C@@H:17]([OH:18])[C@H:12]2[OH:13])[CH2:33][CH2:32][CH2:31][CH2:30]1, predict the reactants needed to synthesize it. The reactants are: [Cl:1][C:2]1[N:10]=[C:9]2[C:5]([N:6]=[CH:7][N:8]2[C@@H:11]2[O:23][C@H:22]([CH2:24][O:25][CH2:26][CH3:27])[C@@H:17]([O:18]C(=O)C)[C@H:12]2[O:13]C(=O)C)=[C:4](Cl)[N:3]=1.[CH:29]1([NH2:34])[CH2:33][CH2:32][CH2:31][CH2:30]1.